Task: Predict the product of the given reaction.. Dataset: Forward reaction prediction with 1.9M reactions from USPTO patents (1976-2016) (1) Given the reactants [CH:1]1([C:6]2[C:10]3[CH2:11][N:12](C(OC(C)(C)C)=O)[CH2:13][CH2:14][C:9]=3[NH:8][N:7]=2)[CH2:5][CH2:4][CH2:3][CH2:2]1.Cl.O1CCOCC1.C(OCC)(=O)C, predict the reaction product. The product is: [CH:1]1([C:6]2[C:10]3[CH2:11][NH:12][CH2:13][CH2:14][C:9]=3[NH:8][N:7]=2)[CH2:2][CH2:3][CH2:4][CH2:5]1. (2) Given the reactants Br[C:2]1[CH:3]=[CH:4][C:5]([F:14])=[C:6]([C:8]2[N:9]=[N:10][CH:11]=[CH:12][CH:13]=2)[CH:7]=1.C([Sn](CCCC)(CCCC)[C:20]1[N:24]2[CH:25]=[CH:26][C:27]([C:29]([F:32])([F:31])[F:30])=[N:28][C:23]2=[N:22][CH:21]=1)CCC, predict the reaction product. The product is: [F:14][C:5]1[CH:4]=[CH:3][C:2]([C:20]2[N:24]3[CH:25]=[CH:26][C:27]([C:29]([F:30])([F:31])[F:32])=[N:28][C:23]3=[N:22][CH:21]=2)=[CH:7][C:6]=1[C:8]1[N:9]=[N:10][CH:11]=[CH:12][CH:13]=1.